This data is from Forward reaction prediction with 1.9M reactions from USPTO patents (1976-2016). The task is: Predict the product of the given reaction. The product is: [CH3:1][S:2][C:3]1[CH:4]=[CH:5][C:6]([C:9]2[C:13]3[CH:14]=[C:15]([C:18]4[O:19][C:32]([OH:33])=[N:21][N:20]=4)[CH:16]=[CH:17][C:12]=3[O:11][CH:10]=2)=[CH:7][CH:8]=1. Given the reactants [CH3:1][S:2][C:3]1[CH:8]=[CH:7][C:6]([C:9]2[C:13]3[CH:14]=[C:15]([C:18]([NH:20][NH2:21])=[O:19])[CH:16]=[CH:17][C:12]=3[O:11][CH:10]=2)=[CH:5][CH:4]=1.C(N(CC)CC)C.O.CN(C)[CH:32]=[O:33], predict the reaction product.